Dataset: Peptide-MHC class II binding affinity with 134,281 pairs from IEDB. Task: Regression. Given a peptide amino acid sequence and an MHC pseudo amino acid sequence, predict their binding affinity value. This is MHC class II binding data. (1) The peptide sequence is AFKVAATAAPAAPAN. The MHC is HLA-DPA10103-DPB10301 with pseudo-sequence HLA-DPA10103-DPB10301. The binding affinity (normalized) is 0.754. (2) The peptide sequence is VNPIASTNDDEVLIE. The MHC is DRB1_1301 with pseudo-sequence DRB1_1301. The binding affinity (normalized) is 0. (3) The binding affinity (normalized) is 0. The peptide sequence is KKPLRPRWCDERVSS. The MHC is DRB1_0901 with pseudo-sequence DRB1_0901.